This data is from Full USPTO retrosynthesis dataset with 1.9M reactions from patents (1976-2016). The task is: Predict the reactants needed to synthesize the given product. (1) The reactants are: [CH:1]1[CH:10]=[CH:9][CH:8]=[C:7]2[C:2]=1[C:3]([C:18]([OH:20])=O)=[C:4]1[NH:17][C:16]3[C:11](=[CH:12][CH:13]=[CH:14][CH:15]=3)[C:5]1=[N:6]2.[CH3:21][N:22]([CH3:27])[CH2:23][CH:24]([NH2:26])C.[CH2:28](N(CC)CC)C. Given the product [CH3:21][N:22]([CH3:27])[CH:23]([CH3:28])[CH2:24][NH:26][C:18]([C:3]1[C:2]2[C:7](=[CH:8][CH:9]=[CH:10][CH:1]=2)[N:6]=[C:5]2[C:11]3[C:16]([NH:17][C:4]=12)=[CH:15][CH:14]=[CH:13][CH:12]=3)=[O:20], predict the reactants needed to synthesize it. (2) Given the product [C:1]([O:5][C:6](=[O:31])[NH:7][C@H:8]([C:10]1[N:19]([C:20]2[CH:25]=[CH:24][CH:23]=[C:22]([C:26](=[O:28])[NH2:27])[CH:21]=2)[C:18](=[O:29])[C:17]2[C:12](=[C:13]([C:38]#[N:39])[CH:14]=[CH:15][CH:16]=2)[N:11]=1)[CH3:9])([CH3:4])([CH3:3])[CH3:2], predict the reactants needed to synthesize it. The reactants are: [C:1]([O:5][C:6](=[O:31])[NH:7][C@H:8]([C:10]1[N:19]([C:20]2[CH:25]=[CH:24][CH:23]=[C:22]([C:26](=[O:28])[NH2:27])[CH:21]=2)[C:18](=[O:29])[C:17]2[C:12](=[C:13](I)[CH:14]=[CH:15][CH:16]=2)[N:11]=1)[CH3:9])([CH3:4])([CH3:3])[CH3:2].CCOC(C)=O.[CH3:38][N:39]1C(=O)CCC1. (3) The reactants are: [CH:1]1([NH:4][C:5]2[CH:6]=[C:7]([CH:10]=[CH:11][C:12]=2[N+:13]([O-])=O)[C:8]#[N:9])[CH2:3][CH2:2]1. Given the product [NH2:13][C:12]1[CH:11]=[CH:10][C:7]([C:8]#[N:9])=[CH:6][C:5]=1[NH:4][CH:1]1[CH2:2][CH2:3]1, predict the reactants needed to synthesize it. (4) Given the product [Br:1][C:2]1[CH:22]=[CH:21][C:5]2[C:6](=[O:7])[N:8]([CH2:9][C:10]3[CH:15]=[CH:14][C:13]([O:16][CH3:17])=[CH:12][CH:11]=3)[CH2:18][CH2:19][O:20][C:4]=2[CH:3]=1, predict the reactants needed to synthesize it. The reactants are: [Br:1][C:2]1[CH:22]=[CH:21][C:5]([C:6]([N:8]([CH2:18][CH2:19][OH:20])[CH2:9][C:10]2[CH:15]=[CH:14][C:13]([O:16][CH3:17])=[CH:12][CH:11]=2)=[O:7])=[C:4](F)[CH:3]=1.[H-].[Na+].CCOC(C)=O.[NH4+].[Cl-]. (5) Given the product [CH3:13][O:12][C:10]([C:9]1[S:8][C:7]2[CH2:14][CH2:15][CH2:16][CH2:17][C:6]=2[C:5]=1[C:4]#[C:3][CH2:2][O:1][Si:27]([C:24]([CH3:26])([CH3:25])[CH3:23])([CH3:29])[CH3:28])=[O:11], predict the reactants needed to synthesize it. The reactants are: [OH:1][CH2:2][C:3]#[C:4][C:5]1[C:6]2[CH2:17][CH2:16][CH2:15][CH2:14][C:7]=2[S:8][C:9]=1[C:10]([O:12][CH3:13])=[O:11].N1C=CN=C1.[CH3:23][C:24]([Si:27](Cl)([CH3:29])[CH3:28])([CH3:26])[CH3:25].CCOC(C)=O. (6) Given the product [Si:26]([O:1][CH2:2][C@H:3]1[C@H:7]([C:8]2[CH:9]=[CH:10][C:11]([O:14][CH3:15])=[CH:12][CH:13]=2)[O:6][C:5](=[O:16])[NH:4]1)([C:23]([CH3:25])([CH3:24])[CH3:22])([C:33]1[CH:34]=[CH:35][CH:36]=[CH:37][CH:38]=1)[C:27]1[CH:32]=[CH:31][CH:30]=[CH:29][CH:28]=1, predict the reactants needed to synthesize it. The reactants are: [OH:1][CH2:2][C@H:3]1[C@H:7]([C:8]2[CH:13]=[CH:12][C:11]([O:14][CH3:15])=[CH:10][CH:9]=2)[O:6][C:5](=[O:16])[NH:4]1.N1C=CN=C1.[CH3:22][C:23]([Si:26](Cl)([C:33]1[CH:38]=[CH:37][CH:36]=[CH:35][CH:34]=1)[C:27]1[CH:32]=[CH:31][CH:30]=[CH:29][CH:28]=1)([CH3:25])[CH3:24]. (7) Given the product [Cl:3][C:4]1[C:5]2[N:6]([C:25]([CH:27]3[CH2:32][CH2:31][CH2:30][CH2:29][CH2:28]3)=[N:24][C:10]=2[C:11]2[CH:16]=[CH:15][C:14]([O:17][C:18]3[CH:23]=[CH:22][CH:21]=[CH:20][CH:19]=3)=[CH:13][CH:12]=2)[CH:7]=[CH:8][N:9]=1, predict the reactants needed to synthesize it. The reactants are: N#N.[Cl:3][C:4]1[C:5]([CH:10]([NH:24][C:25]([CH:27]2[CH2:32][CH2:31][CH2:30][CH2:29][CH2:28]2)=O)[C:11]2[CH:16]=[CH:15][C:14]([O:17][C:18]3[CH:23]=[CH:22][CH:21]=[CH:20][CH:19]=3)=[CH:13][CH:12]=2)=[N:6][CH:7]=[CH:8][N:9]=1.CN(C=O)C.O=P(Cl)(Cl)Cl. (8) Given the product [CH2:40]([N:34]1[CH2:35][CH2:15][C:14]([S:16]([C:19]2[CH:20]=[C:21]3[C:25](=[CH:26][CH:27]=2)[CH2:24][CH2:23][CH2:22]3)(=[O:18])=[O:17])([C:11]2[CH:12]=[CH:13][C:8]([C:3]([F:28])([C:2]([F:29])([F:30])[F:1])[C:4]([F:5])([F:6])[F:7])=[CH:9][CH:10]=2)[CH2:33]1)[C:41]1[CH:46]=[CH:45][CH:44]=[CH:43][CH:42]=1, predict the reactants needed to synthesize it. The reactants are: [F:1][C:2]([F:30])([F:29])[C:3]([F:28])([C:8]1[CH:13]=[CH:12][C:11]([C:14]([S:16]([C:19]2[CH:20]=[C:21]3[C:25](=[CH:26][CH:27]=2)[CH2:24][CH2:23][CH2:22]3)(=[O:18])=[O:17])=[CH2:15])=[CH:10][CH:9]=1)[C:4]([F:7])([F:6])[F:5].CO[CH2:33][N:34]([CH2:40][C:41]1[CH:46]=[CH:45][CH:44]=[CH:43][CH:42]=1)[CH2:35][Si](C)(C)C.